Task: Predict the reactants needed to synthesize the given product.. Dataset: Full USPTO retrosynthesis dataset with 1.9M reactions from patents (1976-2016) (1) Given the product [CH2:32]([O:34][C:35]([CH:37]1[CH2:42][CH2:41][CH:40]([N:8]2[CH2:9][CH:10]([NH:12][C:13](=[O:31])[CH2:14][NH:15][C:16]3[C:24]4[C:19](=[CH:20][CH:21]=[C:22]([C:25]([F:27])([F:26])[F:28])[CH:23]=4)[N:18]([CH2:29][CH3:30])[N:17]=3)[CH2:11]2)[CH2:39][CH2:38]1)=[O:36])[CH3:33], predict the reactants needed to synthesize it. The reactants are: OC(C(F)(F)F)=O.[NH:8]1[CH2:11][CH:10]([NH:12][C:13](=[O:31])[CH2:14][NH:15][C:16]2[C:24]3[C:19](=[CH:20][CH:21]=[C:22]([C:25]([F:28])([F:27])[F:26])[CH:23]=3)[N:18]([CH2:29][CH3:30])[N:17]=2)[CH2:9]1.[CH2:32]([O:34][C:35]([CH:37]1[CH2:42][CH2:41][C:40](=O)[CH2:39][CH2:38]1)=[O:36])[CH3:33]. (2) Given the product [CH3:29][S:30]([O:26][CH2:25][C:12]1[CH:13]=[CH:14][C:15]([C:21]([F:22])([F:23])[F:24])=[C:16]([O:17][CH2:18][O:19][CH3:20])[C:11]=1[CH:10]([O:9][CH3:8])[O:27][CH3:28])(=[O:32])=[O:31], predict the reactants needed to synthesize it. The reactants are: C(N(CC)CC)C.[CH3:8][O:9][CH:10]([O:27][CH3:28])[C:11]1[C:16]([O:17][CH2:18][O:19][CH3:20])=[C:15]([C:21]([F:24])([F:23])[F:22])[CH:14]=[CH:13][C:12]=1[CH2:25][OH:26].[CH3:29][S:30](Cl)(=[O:32])=[O:31]. (3) Given the product [CH2:5]([N:6]1[C:10]([CH3:12])([CH3:11])[C:9](=[O:13])[N:8]([C:14]2[CH:19]=[CH:18][C:17]([NH:20][C:29](=[O:33])[CH3:30])=[C:16]([C:21]([F:22])([F:23])[F:24])[CH:15]=2)[C:7]1=[O:25])[CH2:4][CH2:3][CH2:2][CH2:1][N:26]1[C:30]([CH3:32])([CH3:31])[C:29](=[O:33])[N:28]([C:34]2[CH:39]=[CH:38][C:37]([NH:40][C:9](=[O:13])[CH3:10])=[C:36]([C:41]([F:44])([F:43])[F:42])[CH:35]=2)[C:27]1=[O:45], predict the reactants needed to synthesize it. The reactants are: [CH2:1]([N:26]1[C:30]([CH3:32])([CH3:31])[C:29](=[O:33])[N:28]([C:34]2[CH:39]=[CH:38][C:37]([NH2:40])=[C:36]([C:41]([F:44])([F:43])[F:42])[CH:35]=2)[C:27]1=[O:45])[CH2:2][CH2:3][CH2:4][CH2:5][N:6]1[C:10]([CH3:12])([CH3:11])[C:9](=[O:13])[N:8]([C:14]2[CH:19]=[CH:18][C:17]([NH2:20])=[C:16]([C:21]([F:24])([F:23])[F:22])[CH:15]=2)[C:7]1=[O:25]. (4) Given the product [CH:1]1([CH2:4][N:5]2[C:9]3=[N:10][CH:11]=[C:12]([N:14]([CH3:15])[S:39]([C:33]4[CH:38]=[CH:37][CH:36]=[CH:35][CH:34]=4)(=[O:41])=[O:40])[CH:13]=[C:8]3[N:7]=[C:6]2[CH2:16][C:17]2[CH:22]=[CH:21][C:20]([O:23][CH2:24][CH3:25])=[CH:19][CH:18]=2)[CH2:3][CH2:2]1, predict the reactants needed to synthesize it. The reactants are: [CH:1]1([CH2:4][N:5]2[C:9]3=[N:10][CH:11]=[C:12]([NH:14][CH3:15])[CH:13]=[C:8]3[N:7]=[C:6]2[CH2:16][C:17]2[CH:22]=[CH:21][C:20]([O:23][CH2:24][CH3:25])=[CH:19][CH:18]=2)[CH2:3][CH2:2]1.C(N(CC)CC)C.[C:33]1([S:39](Cl)(=[O:41])=[O:40])[CH:38]=[CH:37][CH:36]=[CH:35][CH:34]=1.CC(O)=O.